This data is from Full USPTO retrosynthesis dataset with 1.9M reactions from patents (1976-2016). The task is: Predict the reactants needed to synthesize the given product. Given the product [Cl:1][C:2]1[CH:3]=[C:4]([CH:8]=[C:9]([Cl:11])[CH:10]=1)[C:5]([N:19]([C:16]1[CH:17]=[N:18][C:13]([Cl:12])=[CH:14][C:15]=1[C:21]1[CH:26]=[CH:25][CH:24]=[CH:23][C:22]=1[CH3:27])[CH3:20])=[O:6], predict the reactants needed to synthesize it. The reactants are: [Cl:1][C:2]1[CH:3]=[C:4]([CH:8]=[C:9]([Cl:11])[CH:10]=1)[C:5](Cl)=[O:6].[Cl:12][C:13]1[N:18]=[CH:17][C:16]([NH:19][CH3:20])=[C:15]([C:21]2[CH:26]=[CH:25][CH:24]=[CH:23][C:22]=2[CH3:27])[CH:14]=1.CCN(C(C)C)C(C)C.CCOC(C)=O.